Dataset: Human Reference Interactome with 51,813 positive PPI pairs across 8,248 proteins, plus equal number of experimentally-validated negative pairs. Task: Binary Classification. Given two protein amino acid sequences, predict whether they physically interact or not. (1) Protein 1 (ENSG00000122678) has sequence MLPKRRRARVGSPSGDAASSTPPSTRFPGVAIYLVEPRMGRSRRAFLTGLARSKGFRVLDACSSEATHVVMEETSAEEAVSWQERRMAAAPPGCTPPALLDISWLTESLGAGQPVPVECRHRLEVAGPRKGPLSPAWMPAYACQRPTPLTHHNTGLSEALEILAEAAGFEGSEGRLLTFCRAASVLKALPSPVTTLSQLQGLPHFGEHSSRVVQELLEHGVCEEVERVRRSERYQTMKLFTQIFGVGVKTADRWYREGLRTLDDLREQPQKLTQQQKAGLQHHQDLSTPVLRSDVDALQQ.... Protein 2 (ENSG00000113851) has sequence MAGEGDQQDAAHNMGNHLPLLPAESEEEDEMEVEDQDSKEAKKPNIINFDTSLPTSHTYLGADMEEFHGRTLHDDDSCQVIPVLPQVMMILIPGQTLPLQLFHPQEVSMVRNLIQKDRTFAVLAYSNVQEREAQFGTTAEIYAYREEQDFGIEIVKVKAIGRQRFKVLELRTQSDGIQQAKVQILPECVLPSTMSAVQLESLNKCQIFPSKPVSREDQCSYKWWQKYQKRKFHCANLTSWPRWLYSLYDAETLMDRIKKQLREWDENLKDDSLPSNPIDFSYRVAACLPIDDVLRIQLLK.... Result: 0 (the proteins do not interact). (2) Protein 1 (ENSG00000120616) has sequence MSKLSFRARALDASKPLPVFRCEDLPDLHEYASINRAVPQMPTGMEKEEESEHHLQRAISAQQVYGEKRDNMVIPVPEAESNIAYYESIYPGEFKMPKQLIHIQPFSLDAEQPDYDLDSEDEVFVNKLKKKMDICPLQFEEMIDRLEKGSGQQPVSLQEAKLLLKEDDELIREVYEYWIKKRKNCRGPSLIPSVKQEKRDGSSTNDPYVAFRRRTEKMQTRKNRKNDEASYEKMLKLRRDLSRAVTILEMIKRREKSKRELLHLTLEIMEKRYNLGDYNGEIMSEVMAQRQPMKPTYAIP.... Protein 2 (ENSG00000184497) has sequence MQPPVPGPLGLLDPAEGLSRRKKTSLWFVGSLLLVSVLIVTVGLAATTRTENVTVGGYYPGIILGFGSFLGIIGINLVENRRQMLVAAIVFISFGVVAAFCCAIVDGVFAAQHIEPRPLTTGRCQFYSSGVGYLYDVYQTEVTCHSLDGKCQLKVRSNTCYCCDLYACGSAEPSPAYYEFIGVSGCQDVLHLYRLLWASAVLNVLGLFLGIITAAVLGAFKDMVPLSQLAYGPAVPPQTLYNPAQQILAYAGFRLTPEPVPTCSSYPLPLQPCSRFPVAPSSALASSEDLQPPSPSSSGS.... Result: 0 (the proteins do not interact).